From a dataset of Forward reaction prediction with 1.9M reactions from USPTO patents (1976-2016). Predict the product of the given reaction. (1) Given the reactants [F-:1].C([N+](CCCC)(CCCC)CCCC)CCC.CN(C=O)C.[Br:24][C:25]1[CH:26]=[C:27]([O:34][CH3:35])[C:28]([N+]([O-])=O)=[N:29][CH:30]=1, predict the reaction product. The product is: [Br:24][C:25]1[CH:30]=[N:29][C:28]([F:1])=[C:27]([O:34][CH3:35])[CH:26]=1. (2) Given the reactants [CH3:1][O:2][C:3]1[C:4]([CH2:12][N:13]([CH3:15])[CH3:14])=[C:5]2[C:9](=[CH:10][CH:11]=1)[NH:8][CH:7]=[CH:6]2.CN(C=O)C.[N:21]1[C:30]2[C:25](=[CH:26][CH:27]=[CH:28][C:29]=2[S:31](Cl)(=[O:33])=[O:32])[CH:24]=[CH:23][CH:22]=1, predict the reaction product. The product is: [CH3:1][O:2][C:3]1[C:4]([CH2:12][N:13]([CH3:14])[CH3:15])=[C:5]2[C:9](=[CH:10][CH:11]=1)[N:8]([S:31]([C:29]1[CH:28]=[CH:27][CH:26]=[C:25]3[C:30]=1[N:21]=[CH:22][CH:23]=[CH:24]3)(=[O:32])=[O:33])[CH:7]=[CH:6]2. (3) Given the reactants [Cl:1][C:2]1[CH:7]=[CH:6][N:5]=[C:4]2[NH:8][CH:9]=[CH:10][C:3]=12.[H-].[Na+].[CH:13]([Si:16](Cl)([CH:20]([CH3:22])[CH3:21])[CH:17]([CH3:19])[CH3:18])([CH3:15])[CH3:14].[Cl-].[NH4+], predict the reaction product. The product is: [Cl:1][C:2]1[CH:7]=[CH:6][N:5]=[C:4]2[N:8]([Si:16]([CH:20]([CH3:22])[CH3:21])([CH:17]([CH3:19])[CH3:18])[CH:13]([CH3:15])[CH3:14])[CH:9]=[CH:10][C:3]=12. (4) Given the reactants [CH3:1][C:2]1[C:7]2[N:8]=[CH:9][S:10][C:6]=2[CH:5]=[CH:4][CH:3]=1.C(O[C:16](=O)[NH:17][C@H:18]1[CH2:23][CH2:22][C@H:21]([C:24](=[O:29])N(OC)C)[CH2:20][CH2:19]1)(C)(C)C.[O:31]1[C:36]2[CH:37]=[CH:38][C:39](C=O)=[CH:40][C:35]=2[O:34][CH2:33][CH2:32]1, predict the reaction product. The product is: [O:31]1[C:36]2[CH:37]=[CH:38][C:39]([CH2:16][NH:17][C@H:18]3[CH2:19][CH2:20][C@H:21]([C:24]([C:9]4[S:10][C:6]5[CH:5]=[CH:4][CH:3]=[C:2]([CH3:1])[C:7]=5[N:8]=4)=[O:29])[CH2:22][CH2:23]3)=[CH:40][C:35]=2[O:34][CH2:33][CH2:32]1.